Dataset: Forward reaction prediction with 1.9M reactions from USPTO patents (1976-2016). Task: Predict the product of the given reaction. (1) Given the reactants [C:1]([N:4]1[C:13]2[C:8](=[CH:9][C:10]([C:14]([NH:16][CH2:17][CH2:18][O:19][Si](C(C)(C)C)(C)C)=[O:15])=[CH:11][CH:12]=2)[C@H:7]([NH:27][C:28]2[N:33]=[C:32]([CH3:34])[C:31]([F:35])=[CH:30][N:29]=2)[C@@H:6]([CH3:36])[C@@H:5]1[CH2:37][CH3:38])(=[O:3])[CH3:2].CCCC[N+](CCCC)(CCCC)CCCC.[F-], predict the reaction product. The product is: [C:1]([N:4]1[C:13]2[C:8](=[CH:9][C:10]([C:14]([NH:16][CH2:17][CH2:18][OH:19])=[O:15])=[CH:11][CH:12]=2)[C@H:7]([NH:27][C:28]2[N:33]=[C:32]([CH3:34])[C:31]([F:35])=[CH:30][N:29]=2)[C@@H:6]([CH3:36])[C@@H:5]1[CH2:37][CH3:38])(=[O:3])[CH3:2]. (2) Given the reactants Cl[C:2]([O:4][C:5]1[CH:10]=[CH:9][CH:8]=[CH:7][CH:6]=1)=[O:3].[CH:11]1([S:14]([C:17]([C:20]2[CH:25]=[C:24]([N:26]3[CH2:31][CH2:30][O:29][CH2:28][C@@H:27]3[CH3:32])[N:23]=[C:22]([C:33]3[CH:39]=[CH:38][C:36]([NH2:37])=[CH:35][CH:34]=3)[N:21]=2)([CH3:19])[CH3:18])(=[O:16])=[O:15])[CH2:13][CH2:12]1.C(=O)(O)[O-].[Na+], predict the reaction product. The product is: [CH:11]1([S:14]([C:17]([C:20]2[CH:25]=[C:24]([N:26]3[CH2:31][CH2:30][O:29][CH2:28][C@@H:27]3[CH3:32])[N:23]=[C:22]([C:33]3[CH:39]=[CH:38][C:36]([NH:37][C:2](=[O:3])[O:4][C:5]4[CH:10]=[CH:9][CH:8]=[CH:7][CH:6]=4)=[CH:35][CH:34]=3)[N:21]=2)([CH3:18])[CH3:19])(=[O:15])=[O:16])[CH2:13][CH2:12]1. (3) Given the reactants [NH2:1][CH2:2][CH2:3][CH2:4][CH2:5][C:6]([N:8]1[CH2:17][CH2:16][C:15]2[C:10](=[C:11]([N:20]3[CH2:25][CH2:24][N:23]([CH3:26])[CH2:22][CH2:21]3)[CH:12]=[CH:13][C:14]=2[O:18][CH3:19])[CH2:9]1)=[O:7].[C:27](Cl)(=[O:34])[C:28]1[CH:33]=[CH:32][CH:31]=[CH:30][CH:29]=1, predict the reaction product. The product is: [CH3:19][O:18][C:14]1[CH:13]=[CH:12][C:11]([N:20]2[CH2:25][CH2:24][N:23]([CH3:26])[CH2:22][CH2:21]2)=[C:10]2[C:15]=1[CH2:16][CH2:17][N:8]([C:6](=[O:7])[CH2:5][CH2:4][CH2:3][CH2:2][NH:1][C:27](=[O:34])[C:28]1[CH:33]=[CH:32][CH:31]=[CH:30][CH:29]=1)[CH2:9]2. (4) Given the reactants C(O[C:6]([N:8]1[CH2:12][C:11](=[N:13][O:14][C:15]([CH3:18])([CH3:17])[CH3:16])[CH2:10][C@H:9]1[C:19]([OH:21])=O)=[O:7])(C)(C)C.[O:22]([CH2:29]C(Cl)=O)[C:23]1[CH:28]=[CH:27][CH:26]=[CH:25][CH:24]=1.[CH:33]1([NH2:36])[CH2:35][CH2:34]1, predict the reaction product. The product is: [C:15]([O:14][N:13]=[C:11]1[CH2:12][N:8]([C:6](=[O:7])[CH2:29][O:22][C:23]2[CH:24]=[CH:25][CH:26]=[CH:27][CH:28]=2)[C@H:9]([C:19]([NH:36][CH:33]2[CH2:35][CH2:34]2)=[O:21])[CH2:10]1)([CH3:16])([CH3:17])[CH3:18]. (5) Given the reactants [NH2:1][C:2]1[CH:3]=[CH:4][CH:5]=[C:6]2[C:14]=1[NH:13][C:12]1[C:11](=[O:15])[CH2:10][CH2:9][CH2:8][C:7]2=1.[CH3:16][C:17]1[CH:22]=[CH:21][CH:20]=[CH:19][C:18]=1[S:23](Cl)(=[O:25])=[O:24], predict the reaction product. The product is: [CH3:16][C:17]1[CH:22]=[CH:21][CH:20]=[CH:19][C:18]=1[S:23]([NH:1][C:2]1[CH:3]=[CH:4][CH:5]=[C:6]2[C:14]=1[NH:13][C:12]1[C:11](=[O:15])[CH2:10][CH2:9][CH2:8][C:7]2=1)(=[O:25])=[O:24].